This data is from Forward reaction prediction with 1.9M reactions from USPTO patents (1976-2016). The task is: Predict the product of the given reaction. (1) The product is: [OH:7][CH2:6][CH2:5][N:4]([CH3:8])[CH2:3][CH2:2][NH:1][C:10]1[CH2:14][S:13][C:12](=[O:15])[N:11]=1. Given the reactants [NH2:1][CH2:2][CH2:3][N:4]([CH3:8])[CH2:5][CH2:6][OH:7].S=[C:10]1[CH2:14][S:13][C:12](=[O:15])[NH:11]1, predict the reaction product. (2) Given the reactants Br[C:2]1[CH:3]=[C:4]([NH:10][C:11]2[CH:15]=[C:14]([CH3:16])[O:13][N:12]=2)[C:5](=[O:9])[N:6]([CH3:8])[CH:7]=1.[C:17]([O:20][CH2:21][C:22]1[C:23]([N:37]2[CH2:48][CH2:47][N:46]3[C:39](=[CH:40][C:41]4[CH2:42][C:43]([CH3:50])([CH3:49])[CH2:44][C:45]=43)[C:38]2=[O:51])=[N:24][CH:25]=[CH:26][C:27]=1B1OC(C)(C)C(C)(C)O1)(=[O:19])[CH3:18].[O-]P([O-])([O-])=O.[K+].[K+].[K+].C([O-])(=O)C.[Na+], predict the reaction product. The product is: [C:17]([O:20][CH2:21][C:22]1[C:23]([N:37]2[CH2:48][CH2:47][N:46]3[C:39](=[CH:40][C:41]4[CH2:42][C:43]([CH3:50])([CH3:49])[CH2:44][C:45]=43)[C:38]2=[O:51])=[N:24][CH:25]=[CH:26][C:27]=1[C:2]1[CH:3]=[C:4]([NH:10][C:11]2[CH:15]=[C:14]([CH3:16])[O:13][N:12]=2)[C:5](=[O:9])[N:6]([CH3:8])[CH:7]=1)(=[O:19])[CH3:18]. (3) Given the reactants [CH2:1]([O:6][C:7]1[CH:12]=[C:11]([O:13][CH:14]([CH3:19])[C:15](O)([CH3:17])[CH3:16])[N:10]=[CH:9][N:8]=1)[C:2]#[C:3][CH2:4][CH3:5].CCN(S(F)(F)[F:26])CC.O, predict the reaction product. The product is: [F:26][C:15]([CH3:17])([CH3:16])[CH:14]([CH3:19])[O:13][C:11]1[CH:12]=[C:7]([O:6][CH2:1][C:2]#[C:3][CH2:4][CH3:5])[N:8]=[CH:9][N:10]=1. (4) Given the reactants [NH2:1][O:2][CH2:3][C:4]([OH:6])=[O:5].C(N(CC)CC)C.[CH2:14]([N:21]=[C:22]=[O:23])[C:15]1[CH:20]=[CH:19][CH:18]=[CH:17][CH:16]=1, predict the reaction product. The product is: [CH2:14]([NH:21][C:22](=[O:23])[NH:1][O:2][CH2:3][C:4]([OH:6])=[O:5])[C:15]1[CH:20]=[CH:19][CH:18]=[CH:17][CH:16]=1. (5) Given the reactants [Cl:1][C:2]1[N:3]=[C:4]([N:11]2[CH2:16][CH2:15][O:14][CH2:13][CH2:12]2)[C:5]2[S:10][CH:9]=[CH:8][C:6]=2[N:7]=1.[CH2:17]([Li])CCC.IC.O, predict the reaction product. The product is: [Cl:1][C:2]1[N:3]=[C:4]([N:11]2[CH2:16][CH2:15][O:14][CH2:13][CH2:12]2)[C:5]2[S:10][C:9]([CH3:17])=[CH:8][C:6]=2[N:7]=1.